This data is from Full USPTO retrosynthesis dataset with 1.9M reactions from patents (1976-2016). The task is: Predict the reactants needed to synthesize the given product. (1) The reactants are: [C:1]1([CH3:27])[CH:6]=[CH:5][C:4]([N:7]2[C:11]3=[N:12][CH:13]=[CH:14][CH:15]=[C:10]3[C:9](OS(C3C=CC(C)=CC=3)(=O)=O)=[N:8]2)=[CH:3][CH:2]=1.[CH2:28]([N:30]([CH2:34][CH3:35])[CH2:31][C:32]#[CH:33])[CH3:29]. Given the product [CH2:28]([N:30]([CH2:34][CH3:35])[CH2:31][C:32]#[C:33][C:9]1[C:10]2[C:11](=[N:12][CH:13]=[CH:14][CH:15]=2)[N:7]([C:4]2[CH:3]=[CH:2][C:1]([CH3:27])=[CH:6][CH:5]=2)[N:8]=1)[CH3:29], predict the reactants needed to synthesize it. (2) Given the product [C:1]([O:5][C:6]([N:8]1[CH2:12][CH2:11][CH2:10][C@H:9]1[CH2:13][N:19]1[C:15](=[O:25])[C:16]2[C:17](=[CH:21][CH:22]=[CH:23][CH:24]=2)[C:18]1=[O:20])=[O:7])([CH3:2])([CH3:3])[CH3:4], predict the reactants needed to synthesize it. The reactants are: [C:1]([O:5][C:6]([N:8]1[CH2:12][CH2:11][CH2:10][C@H:9]1[CH2:13]O)=[O:7])([CH3:4])([CH3:3])[CH3:2].[C:15]1(=[O:25])[NH:19][C:18](=[O:20])[C:17]2=[CH:21][CH:22]=[CH:23][CH:24]=[C:16]12.C1(P(C2C=CC=CC=2)C2C=CC=CC=2)C=CC=CC=1.N(C(OCC)=O)=NC(OCC)=O. (3) Given the product [F:33][C:27]1[CH:28]=[CH:29][CH:30]=[C:31]([F:32])[C:26]=1[S:23]([NH:22][C:20]1[CH:21]=[C:16]([C:9]2[N:10]=[C:11]([CH:13]([CH3:15])[CH3:14])[S:12][C:8]=2[C:6]2[CH:5]=[CH:4][N:3]=[C:2]([NH:35][CH2:36][CH2:37][S:38]([CH3:41])(=[O:40])=[O:39])[N:7]=2)[CH:17]=[CH:18][C:19]=1[F:34])(=[O:25])=[O:24], predict the reactants needed to synthesize it. The reactants are: Cl[C:2]1[N:7]=[C:6]([C:8]2[S:12][C:11]([CH:13]([CH3:15])[CH3:14])=[N:10][C:9]=2[C:16]2[CH:17]=[CH:18][C:19]([F:34])=[C:20]([NH:22][S:23]([C:26]3[C:31]([F:32])=[CH:30][CH:29]=[CH:28][C:27]=3[F:33])(=[O:25])=[O:24])[CH:21]=2)[CH:5]=[CH:4][N:3]=1.[NH2:35][CH2:36][CH2:37][S:38]([CH3:41])(=[O:40])=[O:39]. (4) Given the product [OH:8][C:9]1[CH:14]=[C:13]([CH2:15][CH2:16][OH:17])[CH:12]=[CH:11][C:10]=1[C:18]1[N:22]([C:23]2[CH:24]=[C:25]3[C:29](=[CH:30][CH:31]=2)[N:28]([CH3:32])[CH:27]=[CH:26]3)[C:21](=[O:33])[NH:20][N:19]=1, predict the reactants needed to synthesize it. The reactants are: C([O:8][C:9]1[CH:14]=[C:13]([CH2:15][CH2:16][OH:17])[CH:12]=[CH:11][C:10]=1[C:18]1[N:22]([C:23]2[CH:24]=[C:25]3[C:29](=[CH:30][CH:31]=2)[N:28]([CH3:32])[CH:27]=[CH:26]3)[C:21](=[O:33])[NH:20][N:19]=1)C1C=CC=CC=1.